Dataset: Full USPTO retrosynthesis dataset with 1.9M reactions from patents (1976-2016). Task: Predict the reactants needed to synthesize the given product. The reactants are: [Li][CH2:2][CH2:3][CH2:4][CH3:5].[C:6]([N:13]1CCC(=O)[CH2:15][CH2:14]1)([O:8][C:9]([CH3:12])([CH3:11])[CH3:10])=[O:7]. Given the product [CH2:5]=[C:4]1[CH2:15][CH2:14][N:13]([C:6]([O:8][C:9]([CH3:12])([CH3:11])[CH3:10])=[O:7])[CH2:2][CH2:3]1, predict the reactants needed to synthesize it.